Task: Predict the reactants needed to synthesize the given product.. Dataset: Full USPTO retrosynthesis dataset with 1.9M reactions from patents (1976-2016) (1) Given the product [C:1]([O:5][C:6]([N:8]1[CH2:13][CH2:12][CH:11]([CH2:14][N:15]([CH2:16][C:17]2[CH:22]=[CH:21][CH:20]=[C:19]([C:23]3[CH:28]=[CH:27][N:26]=[C:25]([Cl:29])[N:24]=3)[CH:18]=2)[S:31]([CH3:30])(=[O:33])=[O:32])[CH2:10][CH2:9]1)=[O:7])([CH3:4])([CH3:2])[CH3:3], predict the reactants needed to synthesize it. The reactants are: [C:1]([O:5][C:6]([N:8]1[CH2:13][CH2:12][CH:11]([CH2:14][NH:15][CH2:16][C:17]2[CH:22]=[CH:21][CH:20]=[C:19]([C:23]3[CH:28]=[CH:27][N:26]=[C:25]([Cl:29])[N:24]=3)[CH:18]=2)[CH2:10][CH2:9]1)=[O:7])([CH3:4])([CH3:3])[CH3:2].[CH3:30][S:31](Cl)(=[O:33])=[O:32]. (2) Given the product [CH:32]1[C:33]2[CH:21]([CH2:20][O:19][C:17]([NH:1][C@:2]([CH3:9])([C@@H:6]([OH:8])[CH3:7])[C:3]([OH:5])=[O:4])=[O:18])[C:22]3[C:27](=[CH:26][CH:25]=[CH:24][CH:23]=3)[C:28]=2[CH:29]=[CH:30][CH:31]=1, predict the reactants needed to synthesize it. The reactants are: [NH2:1][C@:2]([CH3:9])([C@@H:6]([OH:8])[CH3:7])[C:3]([OH:5])=[O:4].C(=O)([O-])[O-].[Na+].[Na+].Cl[C:17]([O:19][CH2:20][CH:21]1[C:33]2[CH:32]=[CH:31][CH:30]=[CH:29][C:28]=2[C:27]2[C:22]1=[CH:23][CH:24]=[CH:25][CH:26]=2)=[O:18]. (3) Given the product [Cl:1][C:2]1[C:3]([O:23][CH3:24])=[CH:4][C:5]2[CH2:14][CH:13]([CH3:15])[N:12]3[C:7](=[CH:8][C:9](=[O:21])[C:10]([C:16]([O:18][CH2:19][CH3:20])=[O:17])=[CH:11]3)[C:6]=2[CH:22]=1, predict the reactants needed to synthesize it. The reactants are: [Cl:1][C:2]1[C:3]([O:23][CH3:24])=[CH:4][C:5]2[CH2:14][CH:13]([CH3:15])[N:12]3[CH:7]([CH2:8][C:9](=[O:21])[C:10]([C:16]([O:18][CH2:19][CH3:20])=[O:17])=[CH:11]3)[C:6]=2[CH:22]=1.C1(Cl)C(=O)C(Cl)=C(Cl)C(=O)C=1Cl. (4) Given the product [Cl:1][C:2]1[CH:3]=[C:4]([O:9][C@H:10]([CH3:11])[CH2:12][CH3:13])[CH:5]=[CH:6][C:7]=1[F:8], predict the reactants needed to synthesize it. The reactants are: [Cl:1][C:2]1[CH:3]=[C:4]([OH:9])[CH:5]=[CH:6][C:7]=1[F:8].[C@@H:10](O)([CH2:12][CH3:13])[CH3:11].C1(P(C2C=CC=CC=2)C2C=CC=CC=2)C=CC=CC=1.CC(OC(/N=N/C(OC(C)C)=O)=O)C. (5) Given the product [O:17]1[CH2:21][CH2:20][CH:19]([CH2:22][NH:23][C:11]([C:8]2[CH:7]=[C:6]([CH2:5][C:4]3[CH:14]=[CH:15][CH:16]=[C:2]([CH3:1])[CH:3]=3)[O:10][N:9]=2)=[O:13])[CH2:18]1, predict the reactants needed to synthesize it. The reactants are: [CH3:1][C:2]1[CH:3]=[C:4]([CH:14]=[CH:15][CH:16]=1)[CH2:5][C:6]1[O:10][N:9]=[C:8]([C:11]([OH:13])=O)[CH:7]=1.[O:17]1[CH2:21][CH2:20][CH:19]([CH2:22][NH2:23])[CH2:18]1.C(N(CC)CC)C.ON1C2C=CC=CC=2N=N1.Cl.C(N=C=NCCCN(C)C)C.